Dataset: Reaction yield outcomes from USPTO patents with 853,638 reactions. Task: Predict the reaction yield, written as a fraction of the theoretical maximum amount of product (1.0 means a 100% yield; for example, 0.34 means a 34% yield). (1) The reactants are [OH:1][C:2]1[CH:9]=[C:8]([O:10][CH3:11])[C:7]([C:12]2[S:13][CH:14]=[CH:15][CH:16]=2)=[CH:6][C:3]=1[CH:4]=[O:5].C(=O)([O-])[O-].[K+].[K+].Br[CH2:24][CH2:25][CH2:26][OH:27]. The catalyst is CN(C=O)C. The product is [OH:27][CH2:26][CH2:25][CH2:24][O:1][C:2]1[CH:9]=[C:8]([O:10][CH3:11])[C:7]([C:12]2[S:13][CH:14]=[CH:15][CH:16]=2)=[CH:6][C:3]=1[CH:4]=[O:5]. The yield is 0.380. (2) The product is [CH2:1]([C@H:8]1[N:9]([C:15]([O:17][C:18]([CH3:21])([CH3:20])[CH3:19])=[O:16])[CH2:10][CH:11]=[C:12]([O:14][S:34]([C:33]([F:52])([F:51])[F:32])(=[O:36])=[O:35])[CH2:13]1)[C:2]1[CH:3]=[CH:4][CH:5]=[CH:6][CH:7]=1. The yield is 0.990. The reactants are [CH2:1]([C@@H:8]1[CH2:13][C:12](=[O:14])[CH2:11][CH2:10][N:9]1[C:15]([O:17][C:18]([CH3:21])([CH3:20])[CH3:19])=[O:16])[C:2]1[CH:7]=[CH:6][CH:5]=[CH:4][CH:3]=1.[Li+].C[Si]([N-][Si](C)(C)C)(C)C.[F:32][C:33]([F:52])([F:51])[S:34](N(C1C=CC=CC=1)[S:34]([C:33]([F:52])([F:51])[F:32])(=[O:36])=[O:35])(=[O:36])=[O:35]. The catalyst is C1COCC1. (3) The product is [NH:1]1[C:9]2[C:4](=[CH:5][CH:6]=[CH:7][CH:8]=2)[C:3]([CH2:10][C:11]([NH2:12])=[S:13])=[CH:2]1. The yield is 0.480. The catalyst is CCOC(C)=O. The reactants are [NH:1]1[C:9]2[C:4](=[CH:5][CH:6]=[CH:7][CH:8]=2)[C:3]([CH2:10][C:11]#[N:12])=[CH:2]1.[S:13]1C=CC=C1CC(O)=O.C(O)(=O)C. (4) The reactants are [NH:1]1[C:9]2[C:4](=[CH:5][CH:6]=[CH:7][CH:8]=2)[C:3](/[CH:10]=[C:11]2\[O:12][C:13]3[C:20]([CH2:21][CH2:22][CH:23]4[CH2:28][CH2:27][N:26](C(OC(C)(C)C)=O)[CH2:25][CH2:24]4)=[C:19]([O:36][CH3:37])[CH:18]=[CH:17][C:14]=3[C:15]\2=[O:16])=[N:2]1.Cl. The catalyst is C(Cl)Cl.O1CCOCC1. The product is [NH:1]1[C:9]2[C:4](=[CH:5][CH:6]=[CH:7][CH:8]=2)[C:3](/[CH:10]=[C:11]2\[O:12][C:13]3[C:20]([CH2:21][CH2:22][CH:23]4[CH2:24][CH2:25][NH:26][CH2:27][CH2:28]4)=[C:19]([O:36][CH3:37])[CH:18]=[CH:17][C:14]=3[C:15]\2=[O:16])=[N:2]1. The yield is 0.430. (5) The reactants are [Cl:1][C:2]1[CH:3]=[C:4]2[C:9](=[CH:10][C:11]=1[O:12][C:13]1[CH:21]=[CH:20][C:16]([C:17]([OH:19])=O)=[CH:15][CH:14]=1)[O:8][CH2:7][CH2:6][CH:5]2[C:22]([O:24][CH2:25][CH3:26])=[O:23].F[P-](F)(F)(F)(F)F.N1(OC(N(C)C)=[N+](C)C)C2N=CC=CC=2N=N1.[CH2:51]([NH2:59])[CH2:52][C:53]1[CH:58]=[CH:57][CH:56]=[CH:55][CH:54]=1.C(N(CC)C(C)C)(C)C. The product is [Cl:1][C:2]1[CH:3]=[C:4]2[C:9](=[CH:10][C:11]=1[O:12][C:13]1[CH:14]=[CH:15][C:16]([C:17](=[O:19])[NH:59][CH2:51][CH2:52][C:53]3[CH:58]=[CH:57][CH:56]=[CH:55][CH:54]=3)=[CH:20][CH:21]=1)[O:8][CH2:7][CH2:6][CH:5]2[C:22]([O:24][CH2:25][CH3:26])=[O:23]. The yield is 0.930. The catalyst is CN(C)C=O.O.